This data is from Forward reaction prediction with 1.9M reactions from USPTO patents (1976-2016). The task is: Predict the product of the given reaction. (1) Given the reactants [Cl:1][C:2]1[CH:31]=[CH:30][C:5]([CH2:6][NH:7][C:8]([C:10]2[C:19](=[O:20])[C:18]3[C:13](=[C:14](I)[CH:15]=[C:16]([CH2:21][N:22]4[CH2:27][CH2:26][O:25][CH2:24][CH2:23]4)[CH:17]=3)[N:12]([CH3:29])[CH:11]=2)=[O:9])=[CH:4][CH:3]=1.[CH2:32]([N:35]1[CH2:40][CH2:39][S:38](=[O:42])(=[O:41])[CH2:37][CH2:36]1)[C:33]#[CH:34].CN(C=O)C, predict the reaction product. The product is: [Cl:1][C:2]1[CH:31]=[CH:30][C:5]([CH2:6][NH:7][C:8]([C:10]2[C:19](=[O:20])[C:18]3[C:13](=[C:14]([C:34]#[C:33][CH2:32][N:35]4[CH2:36][CH2:37][S:38](=[O:42])(=[O:41])[CH2:39][CH2:40]4)[CH:15]=[C:16]([CH2:21][N:22]4[CH2:27][CH2:26][O:25][CH2:24][CH2:23]4)[CH:17]=3)[N:12]([CH3:29])[CH:11]=2)=[O:9])=[CH:4][CH:3]=1. (2) Given the reactants OCCCN1C=C(C2C=CC(NC3C(C(F)(F)F)=CN=C(NC4C=CC(CP(=O)(OCC)OCC)=CC=4OC)N=3)=C3C=2CN(C)C3=O)C=N1.Cl[C:51]1[C:56]([C:57]([F:60])([F:59])[F:58])=[CH:55][N:54]=[C:53]([NH:61][C:62]2[CH:74]=[CH:73][C:65]([CH2:66][CH2:67][PH:68](=[O:72])[O:69][CH2:70][CH3:71])=[CH:64][C:63]=2[O:75][CH3:76])[N:52]=1.[NH2:77][C:78]1[C:79]([C:85]([NH:87][CH3:88])=[O:86])=[N:80][C:81]([Br:84])=[CH:82][CH:83]=1, predict the reaction product. The product is: [Br:84][C:81]1[N:80]=[C:79]([C:85](=[O:86])[NH:87][CH3:88])[C:78]([NH:77][C:51]2[C:56]([C:57]([F:60])([F:59])[F:58])=[CH:55][N:54]=[C:53]([NH:61][C:62]3[CH:74]=[CH:73][C:65]([CH2:66][CH2:67][PH:68](=[O:72])[O:69][CH2:70][CH3:71])=[CH:64][C:63]=3[O:75][CH3:76])[N:52]=2)=[CH:83][CH:82]=1. (3) The product is: [N:21]1[CH:26]=[CH:25][CH:24]=[CH:23][C:22]=1[CH2:27][NH:1][C:2]1[S:6][C:5]([C:7]2[CH:12]=[CH:11][N:10]=[C:9]([NH:13][C:14]3[CH:15]=[C:16]([CH3:20])[CH:17]=[CH:18][CH:19]=3)[N:8]=2)=[CH:4][CH:3]=1. Given the reactants [NH2:1][C:2]1[S:6][C:5]([C:7]2[CH:12]=[CH:11][N:10]=[C:9]([NH:13][C:14]3[CH:15]=[C:16]([CH3:20])[CH:17]=[CH:18][CH:19]=3)[N:8]=2)=[CH:4][CH:3]=1.[N:21]1[CH:26]=[CH:25][CH:24]=[CH:23][C:22]=1[CH:27]=O, predict the reaction product. (4) Given the reactants CCO.[Br:4][C:5]1[CH:10]=[C:9]([N+:11]([O-])=O)[CH:8]=[C:7]([N+:14]([O-])=O)[C:6]=1[S:17][C:18]#[N:19].Cl.N, predict the reaction product. The product is: [Br:4][C:5]1[C:6]2[S:17][C:18]([NH2:19])=[N:14][C:7]=2[CH:8]=[C:9]([NH2:11])[CH:10]=1. (5) Given the reactants C(=O)([O-])[O-].[K+].[K+].[CH3:7][O:8][CH2:9]Cl.CC(C)=O.[OH:15][C:16]1[CH:43]=[CH:42][C:41]([CH3:44])=[CH:40][C:17]=1[C:18]([NH:20][C:21]1[CH:33]=[C:32]([C:34]2[CH:39]=[CH:38][CH:37]=[CH:36][CH:35]=2)[CH:31]=[CH:30][C:22]=1[C:23]([O:25][C:26]([CH3:29])([CH3:28])[CH3:27])=[O:24])=[O:19], predict the reaction product. The product is: [CH3:7][O:8][CH2:9][O:15][C:16]1[CH:43]=[CH:42][C:41]([CH3:44])=[CH:40][C:17]=1[C:18]([NH:20][C:21]1[CH:33]=[C:32]([C:34]2[CH:35]=[CH:36][CH:37]=[CH:38][CH:39]=2)[CH:31]=[CH:30][C:22]=1[C:23]([O:25][C:26]([CH3:29])([CH3:28])[CH3:27])=[O:24])=[O:19].